Dataset: Catalyst prediction with 721,799 reactions and 888 catalyst types from USPTO. Task: Predict which catalyst facilitates the given reaction. (1) Reactant: [CH2:1]([O:8][C:9]([N:11]1[CH2:20][CH2:19][C:18]2[C:13](=[CH:14][C:15]([O:21][CH2:22][C:23]3([C:29]([O:31][CH2:32][CH3:33])=[O:30])[CH2:28][CH2:27][NH:26][CH2:25][CH2:24]3)=[CH:16][CH:17]=2)[CH2:12]1)=[O:10])[C:2]1[CH:7]=[CH:6][CH:5]=[CH:4][CH:3]=1.C(N(CC)CC)C.Cl[C:42]1[CH:47]=[C:46]([CH3:48])[N:45]=[C:44]([CH3:49])[CH:43]=1. Product: [CH2:1]([O:8][C:9]([N:11]1[CH2:20][CH2:19][C:18]2[C:13](=[CH:14][C:15]([O:21][CH2:22][C:23]3([C:29]([O:31][CH2:32][CH3:33])=[O:30])[CH2:24][CH2:25][N:26]([C:42]4[CH:47]=[C:46]([CH3:48])[N:45]=[C:44]([CH3:49])[CH:43]=4)[CH2:27][CH2:28]3)=[CH:16][CH:17]=2)[CH2:12]1)=[O:10])[C:2]1[CH:3]=[CH:4][CH:5]=[CH:6][CH:7]=1. The catalyst class is: 8. (2) Reactant: [O:1]1[CH:5]=[CH:4][CH:3]=[C:2]1[C:6]1[O:7][C:8]([CH3:31])=[C:9]([CH2:11][O:12][C:13]2[CH:28]=[CH:27][C:16]([CH2:17][O:18][C:19]3[C:23]([CH:24]=O)=[CH:22][N:21]([CH3:26])[N:20]=3)=[CH:15][C:14]=2[O:29][CH3:30])[N:10]=1.[CH2:32](P(=O)(OCC)OCC)[P:33](=[O:40])([O:37][CH2:38][CH3:39])[O:34][CH2:35][CH3:36].CN(C)C=O.[H-].[Na+]. Product: [O:1]1[CH:5]=[CH:4][CH:3]=[C:2]1[C:6]1[O:7][C:8]([CH3:31])=[C:9]([CH2:11][O:12][C:13]2[CH:28]=[CH:27][C:16]([CH2:17][O:18][C:19]3[C:23](/[CH:24]=[CH:32]/[P:33](=[O:40])([O:37][CH2:38][CH3:39])[O:34][CH2:35][CH3:36])=[CH:22][N:21]([CH3:26])[N:20]=3)=[CH:15][C:14]=2[O:29][CH3:30])[N:10]=1. The catalyst class is: 6. (3) Reactant: [C:1]([C:3]1[CH:4]=[C:5]([C:9]2[CH:10]=[C:11]([CH:16]=[C:17]([CH:19]=O)[CH:18]=2)[C:12]([O:14][CH3:15])=[O:13])[CH:6]=[CH:7][CH:8]=1)#[N:2].[NH2:21][CH2:22][CH:23]1[CH2:28][CH2:27][NH:26][CH2:25][CH2:24]1.[BH4-].[Na+].Cl. Product: [C:1]([C:3]1[CH:4]=[C:5]([C:9]2[CH:10]=[C:11]([CH:16]=[C:17]([CH2:19][NH:21][CH2:22][CH:23]3[CH2:28][CH2:27][NH:26][CH2:25][CH2:24]3)[CH:18]=2)[C:12]([O:14][CH3:15])=[O:13])[CH:6]=[CH:7][CH:8]=1)#[N:2]. The catalyst class is: 11. (4) Reactant: Cl[C:2]1[N:11]=[CH:10][C:9]([F:12])=[CH:8][C:3]=1[C:4]([O:6]C)=[O:5].[CH2:13]([NH2:17])[CH:14]([CH3:16])[CH3:15].C(O)C.[OH-].[Na+]. Product: [F:12][C:9]1[CH:10]=[N:11][C:2]([NH:17][CH2:13][CH:14]([CH3:16])[CH3:15])=[C:3]([CH:8]=1)[C:4]([OH:6])=[O:5]. The catalyst class is: 1. (5) The catalyst class is: 41. Reactant: [CH3:1][O:2][C:3]1[CH:4]=[C:5]2[CH2:14][CH:13]([CH2:15][CH:16]3[CH2:21][CH2:20][N:19]([CH2:22][C:23]4[CH:24]=[CH:25][CH:26]=[CH:27][CH:28]=4)[CH2:18][CH2:17]3)[C:11](=[O:12])[C:6]2=[CH:7][C:8]=1[O:9][CH3:10].[P:29](=[O:33])([OH:32])([OH:31])[OH:30]. Product: [CH3:1][O:2][C:3]1[CH:4]=[C:5]2[CH2:14][CH:13]([CH2:15][CH:16]3[CH2:17][CH2:18][N:19]([CH2:22][C:23]4[CH:28]=[CH:27][CH:26]=[CH:25][CH:24]=4)[CH2:20][CH2:21]3)[C:11](=[O:12])[C:6]2=[CH:7][C:8]=1[O:9][CH3:10].[P:29]([O-:33])([O-:32])([O-:31])=[O:30]. (6) Reactant: N1C=CC=CC=1.[Br:7][C:8]1[CH:13]=[C:12]([NH:14][C:15](=[O:20])[C:16]([F:19])([F:18])[F:17])[CH:11]=[CH:10][C:9]=1[S:21](Cl)(=[O:23])=[O:22].[NH2:25][C:26]1[CH:27]=[CH:28][C:29]2[CH2:33][O:32][B:31]([OH:34])[C:30]=2[CH:35]=1. Product: [Br:7][C:8]1[CH:13]=[C:12]([NH:14][C:15](=[O:20])[C:16]([F:19])([F:18])[F:17])[CH:11]=[CH:10][C:9]=1[S:21](=[O:23])(=[O:22])[NH:25][C:26]1[CH:27]=[CH:28][C:29]2[CH2:33][O:32][B:31]([OH:34])[C:30]=2[CH:35]=1. The catalyst class is: 10. (7) Reactant: [Cl:1][C:2]1[C:3](C(O)=O)=[N:4][C:5]([S:8]([CH3:11])(=[O:10])=[O:9])=[N:6][CH:7]=1.C(=O)=O. Product: [Cl:1][C:2]1[CH:3]=[N:4][C:5]([S:8]([CH3:11])(=[O:9])=[O:10])=[N:6][CH:7]=1. The catalyst class is: 520. (8) Reactant: O.[CH2:2]([C@@:6]1([CH2:31][CH3:32])[NH:12][C@H:11]([C:13]2[CH:18]=[CH:17][CH:16]=[CH:15][CH:14]=2)[C:10]2[CH:19]=[C:20]([O:27][CH3:28])[C:21]([C:23]([O:25]C)=[O:24])=[CH:22][C:9]=2[S:8](=[O:30])(=[O:29])[CH2:7]1)[CH2:3][CH2:4][CH3:5].[Li+].[OH-].C(O)(=O)C1C=CC=CC=1. Product: [CH2:2]([C@@:6]1([CH2:31][CH3:32])[NH:12][C@H:11]([C:13]2[CH:14]=[CH:15][CH:16]=[CH:17][CH:18]=2)[C:10]2[CH:19]=[C:20]([O:27][CH3:28])[C:21]([C:23]([OH:25])=[O:24])=[CH:22][C:9]=2[S:8](=[O:30])(=[O:29])[CH2:7]1)[CH2:3][CH2:4][CH3:5]. The catalyst class is: 36.